This data is from Forward reaction prediction with 1.9M reactions from USPTO patents (1976-2016). The task is: Predict the product of the given reaction. (1) Given the reactants Cl[C:2]1[C:6]([CH2:7][O:8][C:9]2[CH:14]=[CH:13][C:12]([CH2:15][CH2:16][C:17]([O:19][CH2:20][CH3:21])=[O:18])=[C:11]([CH3:22])[C:10]=2[CH3:23])=[C:5]([C:24]2[CH:29]=[CH:28][C:27]([CH2:30][CH3:31])=[CH:26][CH:25]=2)[S:4][N:3]=1, predict the reaction product. The product is: [CH2:30]([C:27]1[CH:26]=[CH:25][C:24]([C:5]2[S:4][N:3]=[CH:2][C:6]=2[CH2:7][O:8][C:9]2[CH:14]=[CH:13][C:12]([CH2:15][CH2:16][C:17]([O:19][CH2:20][CH3:21])=[O:18])=[C:11]([CH3:22])[C:10]=2[CH3:23])=[CH:29][CH:28]=1)[CH3:31]. (2) The product is: [NH2:7][C:5](=[N:6][C:67]([O:66][CH2:63][CH2:62][CH2:61][CH3:60])=[O:68])[C:8]1[CH:9]=[CH:10][C:11]([NH:14][C@@H:15]([C:32]2[N:36]=[C:35]([O:37][CH2:38][O:39][C:40]([O:42][CH:43]([CH3:45])[CH3:44])=[O:41])[N:34]([C:46]3[N:47]=[CH:48][CH:49]=[CH:50][N:51]=3)[N:33]=2)[C:16]2[C:17]([F:31])=[C:18]([CH:26]=[C:27]([O:29][CH3:30])[CH:28]=2)[O:19][CH2:20][CH2:21][O:22][C:23](=[O:25])[CH3:24])=[CH:12][CH:13]=1. Given the reactants C(O)(=O)C.[C:5]([C:8]1[CH:13]=[CH:12][C:11]([NH:14][C@@H:15]([C:32]2[N:36]=[C:35]([O:37][CH2:38][O:39][C:40]([O:42][CH:43]([CH3:45])[CH3:44])=[O:41])[N:34]([C:46]3[N:51]=[CH:50][CH:49]=[CH:48][N:47]=3)[N:33]=2)[C:16]2[C:17]([F:31])=[C:18]([CH:26]=[C:27]([O:29][CH3:30])[CH:28]=2)[O:19][CH2:20][CH2:21][O:22][C:23](=[O:25])[CH3:24])=[CH:10][CH:9]=1)(=[NH:7])[NH2:6].CN(C=O)C.[N+]([C:60]1C=C[C:63]([O:66][C:67](=O)[O:68]CCCC)=[CH:62][CH:61]=1)([O-])=O.C(N(CC)CC)C, predict the reaction product.